From a dataset of Reaction yield outcomes from USPTO patents with 853,638 reactions. Predict the reaction yield, written as a fraction of the theoretical maximum amount of product (1.0 means a 100% yield; for example, 0.34 means a 34% yield). (1) The reactants are C(N(CC)CC)C.C(O[CH:13]=[CH:14][C:15](=O)[C:16]([O:18][CH3:19])=[O:17])CCC.Cl.[NH2:22][C:23]([NH2:25])=[NH:24]. The catalyst is C(#N)CC. The product is [NH2:25][C:23]1[N:24]=[C:15]([C:16]([O:18][CH3:19])=[O:17])[CH:14]=[CH:13][N:22]=1. The yield is 0.600. (2) The reactants are [F:1][C:2]1[CH:3]=[C:4]2[C:8](=[CH:9][CH:10]=1)[N:7]([CH2:11][C:12]([O:14]C)=[O:13])[C:6]([CH3:16])=[C:5]2[CH2:17][C:18]1[CH:23]=[CH:22][C:21](=[O:24])[N:20]([CH2:25][C:26]2[CH:31]=[CH:30][C:29]([C:32]([F:35])([F:34])[F:33])=[CH:28][CH:27]=2)[N:19]=1.C1COCC1.[OH-].[Li+].Cl. The catalyst is O.CO. The product is [F:1][C:2]1[CH:3]=[C:4]2[C:8](=[CH:9][CH:10]=1)[N:7]([CH2:11][C:12]([OH:14])=[O:13])[C:6]([CH3:16])=[C:5]2[CH2:17][C:18]1[CH:23]=[CH:22][C:21](=[O:24])[N:20]([CH2:25][C:26]2[CH:27]=[CH:28][C:29]([C:32]([F:35])([F:33])[F:34])=[CH:30][CH:31]=2)[N:19]=1. The yield is 0.340.